Dataset: Reaction yield outcomes from USPTO patents with 853,638 reactions. Task: Predict the reaction yield, written as a fraction of the theoretical maximum amount of product (1.0 means a 100% yield; for example, 0.34 means a 34% yield). (1) The reactants are [C:1]([O:5][C:6]([N:8]1[C:13]2[CH:14]=[C:15]([Cl:20])[C:16]([O:18][CH3:19])=[CH:17][C:12]=2[O:11][CH:10]([C:21](O)=[O:22])[CH2:9]1)=[O:7])([CH3:4])([CH3:3])[CH3:2].CCN(C(C)C)C(C)C.CCN=C=NCCCN(C)C.C1C=CC2N(O)N=NC=2C=1.[F:54][C:55]([F:71])([C:64]1[CH:69]=[CH:68][C:67]([F:70])=[CH:66][CH:65]=1)[C:56]1([C:62]#[N:63])[CH2:61][CH2:60][NH:59][CH2:58][CH2:57]1. The catalyst is CN(C=O)C.O. The product is [C:1]([O:5][C:6]([N:8]1[C:13]2[CH:14]=[C:15]([Cl:20])[C:16]([O:18][CH3:19])=[CH:17][C:12]=2[O:11][CH:10]([C:21]([N:59]2[CH2:60][CH2:61][C:56]([C:62]#[N:63])([C:55]([F:54])([F:71])[C:64]3[CH:69]=[CH:68][C:67]([F:70])=[CH:66][CH:65]=3)[CH2:57][CH2:58]2)=[O:22])[CH2:9]1)=[O:7])([CH3:2])([CH3:3])[CH3:4]. The yield is 0.958. (2) The reactants are COC(C1N(CC=O)C=C(C(=O)NCC2C=CC(F)=CC=2)C(=O)C=1OCC1C=CC=CC=1)=O.Cl.Cl.N[C@@H](C)CCNC.[F:43][C:44]1[CH:49]=[CH:48][C:47]([CH2:50][NH:51][C:52]([C:54]2[C:55](=[O:79])[C:56]([O:71]CC3C=CC=CC=3)=[C:57]3[C:68](=[O:69])[N:61]4[C@@H:62]([CH3:67])[CH2:63][CH2:64][N:65]([CH3:66])[C@@H:60]4[CH2:59][N:58]3[CH:70]=2)=[O:53])=[CH:46][CH:45]=1. No catalyst specified. The product is [F:43][C:44]1[CH:49]=[CH:48][C:47]([CH2:50][NH:51][C:52]([C:54]2[C:55](=[O:79])[C:56]([OH:71])=[C:57]3[C:68](=[O:69])[N:61]4[C@@H:62]([CH3:67])[CH2:63][CH2:64][N:65]([CH3:66])[C@@H:60]4[CH2:59][N:58]3[CH:70]=2)=[O:53])=[CH:46][CH:45]=1. The yield is 0.440. (3) The reactants are [Cl:1][C:2]1[C:11]2[C:6](=[C:7]([N+:12]([O-])=O)[CH:8]=[CH:9][CH:10]=2)[CH:5]=[CH:4][CH:3]=1.[CH3:15][C:16](OC(C)=O)=[O:17]. The catalyst is CC(O)=O.[Fe]. The product is [NH:12]([C:7]1[C:6]2[C:11](=[C:2]([Cl:1])[CH:3]=[CH:4][CH:5]=2)[CH:10]=[CH:9][CH:8]=1)[C:16]([CH3:15])=[O:17]. The yield is 0.950. (4) The reactants are [CH2:1]([O:3][C:4]1[C:5](=[O:10])[CH2:6][CH2:7][CH2:8][CH:9]=1)[CH3:2].[Li]N([Si](C)(C)C)[Si](C)(C)C.[CH2:21]([O:23][C:24](=[O:30])[C:25](OCC)=[O:26])[CH3:22].Cl. The catalyst is C(OCC)C.O1CCCC1.O.C(Cl)(Cl)Cl. The product is [CH2:1]([O:3][C:4]1[C:5](=[O:10])[CH:6]([C:25](=[O:26])[C:24]([O:23][CH2:21][CH3:22])=[O:30])[CH2:7][CH2:8][CH:9]=1)[CH3:2]. The yield is 0.760. (5) The reactants are [O:1]([CH2:8][C:9]([NH:11][C:12]1[NH:13][C:14](=[O:53])[C:15]2[N:16]=[CH:17][N:18]([C:51]=2[N:52]=1)[C@@H:19]1[O:50][C@H:24]([CH2:25][O:26][C:27]([C:44]2[CH:49]=[CH:48][CH:47]=[CH:46][CH:45]=2)([C:36]2[CH:41]=[CH:40][C:39]([O:42][CH3:43])=[CH:38][CH:37]=2)[C:28]2[CH:33]=[CH:32][C:31]([O:34][CH3:35])=[CH:30][CH:29]=2)[C@@H:22]([OH:23])[C@H:20]1[OH:21])=[O:10])[C:2]1[CH:7]=[CH:6][CH:5]=[CH:4][CH:3]=1.C(N(C(C)C)CC)(C)C.[C:63]([CH2:65][CH2:66][O:67][CH2:68]Cl)#[N:64].C(=O)(O)[O-].[Na+]. The catalyst is ClCCCl. The product is [O:1]([CH2:8][C:9]([NH:11][C:12]1[NH:13][C:14](=[O:53])[C:15]2[N:16]=[CH:17][N:18]([C:51]=2[N:52]=1)[C@@H:19]1[O:50][C@H:24]([CH2:25][O:26][C:27]([C:44]2[CH:49]=[CH:48][CH:47]=[CH:46][CH:45]=2)([C:36]2[CH:41]=[CH:40][C:39]([O:42][CH3:43])=[CH:38][CH:37]=2)[C:28]2[CH:33]=[CH:32][C:31]([O:34][CH3:35])=[CH:30][CH:29]=2)[C@@H:22]([OH:23])[C@H:20]1[O:21][CH2:68][O:67][CH2:66][CH2:65][C:63]#[N:64])=[O:10])[C:2]1[CH:3]=[CH:4][CH:5]=[CH:6][CH:7]=1. The yield is 0.480. (6) The yield is 0.185. The product is [CH3:3][CH:2]([C:4]1[NH:12][C:7]2=[N+:8]([O-:21])[CH:9]=[CH:10][CH:11]=[C:6]2[CH:5]=1)[CH3:1]. The reactants are [CH3:1][CH:2]([C:4]1[NH:12][C:7]2=[N:8][CH:9]=[CH:10][CH:11]=[C:6]2[CH:5]=1)[CH3:3].ClC1C=CC=C(C(OO)=[O:21])C=1. The catalyst is ClCCl.